From a dataset of Catalyst prediction with 721,799 reactions and 888 catalyst types from USPTO. Predict which catalyst facilitates the given reaction. Reactant: Br[CH2:2][CH2:3][CH2:4][CH2:5][CH2:6][CH2:7][CH2:8][CH2:9][CH2:10][CH2:11][CH2:12][CH2:13][CH2:14][CH3:15].[CH3:16][C:17]1[C:22]([CH3:23])=[CH:21][CH:20]=[CH:19][C:18]=1[OH:24].C([O-])([O-])=O.[K+].[K+]. Product: [CH2:2]([O:24][C:18]1[CH:19]=[CH:20][CH:21]=[C:22]([CH3:23])[C:17]=1[CH3:16])[CH2:3][CH2:4][CH2:5][CH2:6][CH2:7][CH2:8][CH2:9][CH2:10][CH2:11][CH2:12][CH2:13][CH2:14][CH3:15]. The catalyst class is: 23.